Dataset: Catalyst prediction with 721,799 reactions and 888 catalyst types from USPTO. Task: Predict which catalyst facilitates the given reaction. (1) Reactant: Cl.[Cl:2][C:3]1[C:4]([N:26]2[CH2:31][C@@H:30]3[CH2:32][C@H:27]2[CH2:28][NH:29]3)=[C:5]2[N:11]=[C:10]([C:12]3[CH:17]=[CH:16][C:15]([N:18]4[CH2:23][CH2:22][O:21][CH2:20][CH2:19]4)=[CH:14][C:13]=3[O:24][CH3:25])[NH:9][C:6]2=[N:7][CH:8]=1.[CH3:33][C@H:34]1[CH2:36][O:35]1.N1C=CC=CC=1.CCN(C(C)C)C(C)C. Product: [Cl:2][C:3]1[C:4]([N:26]2[CH2:31][C@@H:30]3[CH2:32][C@H:27]2[CH2:28][N:29]3[CH2:33][C@@H:34]([OH:35])[CH3:36])=[C:5]2[N:11]=[C:10]([C:12]3[CH:17]=[CH:16][C:15]([N:18]4[CH2:23][CH2:22][O:21][CH2:20][CH2:19]4)=[CH:14][C:13]=3[O:24][CH3:25])[NH:9][C:6]2=[N:7][CH:8]=1. The catalyst class is: 5. (2) Reactant: C(Cl)(=O)C(Cl)=O.CS(C)=O.[CH2:11]([N:18]([CH3:26])[C@H:19]([CH2:24][OH:25])[C@H:20]([CH2:22][CH3:23])[CH3:21])[C:12]1[CH:17]=[CH:16][CH:15]=[CH:14][CH:13]=1.C(N(CC)CC)C. Product: [CH2:11]([N:18]([CH3:26])[C@@H:19]([C@@H:20]([CH3:21])[CH2:22][CH3:23])[CH:24]=[O:25])[C:12]1[CH:17]=[CH:16][CH:15]=[CH:14][CH:13]=1. The catalyst class is: 4. (3) Reactant: [F:1][C:2]([F:7])([F:6])[CH2:3][CH2:4][OH:5].[C:8]1([CH3:18])[CH:13]=[CH:12][C:11]([S:14](Cl)(=[O:16])=[O:15])=[CH:10][CH:9]=1. Product: [S:14]([C:11]1[CH:12]=[CH:13][C:8]([CH3:18])=[CH:9][CH:10]=1)([O:5][CH2:4][CH2:3][C:2]([F:7])([F:6])[F:1])(=[O:16])=[O:15]. The catalyst class is: 17. (4) Product: [Cl:11][C:12]1[CH:17]=[CH:16][N:15]=[C:14]([NH:18][C:26]([C:25]2[CH:24]=[N:23][CH:22]=[C:21]([F:28])[C:20]=2[CH3:19])=[NH:27])[CH:13]=1. The catalyst class is: 7. Reactant: C[Si]([N-][Si](C)(C)C)(C)C.[K+].[Cl:11][C:12]1[CH:17]=[CH:16][N:15]=[C:14]([NH2:18])[CH:13]=1.[CH3:19][C:20]1[C:25]([C:26]#[N:27])=[CH:24][N:23]=[CH:22][C:21]=1[F:28].